From a dataset of Forward reaction prediction with 1.9M reactions from USPTO patents (1976-2016). Predict the product of the given reaction. (1) Given the reactants [NH:1]1[CH:5]=[CH:4][CH:3]=[N:2]1.Br[C:7]1[CH:12]=[CH:11][C:10]([C:13](=[O:15])[CH3:14])=[CH:9][CH:8]=1, predict the reaction product. The product is: [N:1]1([C:7]2[CH:12]=[CH:11][C:10]([C:13](=[O:15])[CH3:14])=[CH:9][CH:8]=2)[CH:5]=[CH:4][CH:3]=[N:2]1. (2) Given the reactants [CH:1]([C:4]1[CH:18]=[C:17]([O:19][CH3:20])[CH:16]=[CH:15][C:5]=1[O:6][C:7]1[C:8]([NH2:14])=[N:9][C:10]([NH2:13])=[N:11][CH:12]=1)([CH3:3])[CH3:2].F[C:22](F)(F)[C:23](O)=[O:24].C(Cl)(=O)C.[Cl-].[Cl-].[Cl-].[Al+3], predict the reaction product. The product is: [NH2:13][C:10]1[N:9]=[C:8]([NH2:14])[C:7]([O:6][C:5]2[C:4]([CH:1]([CH3:3])[CH3:2])=[CH:18][C:17]([O:19][CH3:20])=[C:16]([C:23](=[O:24])[CH3:22])[CH:15]=2)=[CH:12][N:11]=1. (3) The product is: [N:1]1([C:6]2[N:11]=[CH:10][C:9]([C:12]([OH:14])=[O:13])=[CH:8][CH:7]=2)[CH:5]=[CH:4][CH:3]=[N:2]1. Given the reactants [N:1]1([C:6]2[N:11]=[CH:10][C:9]([C:12]([O:14]CC)=[O:13])=[CH:8][CH:7]=2)[CH:5]=[CH:4][CH:3]=[N:2]1.C(C1NN=C(C)C=1C(O)=O)(C)C, predict the reaction product. (4) Given the reactants [F:1][C:2]1([F:23])[CH2:7][N:6]([C:8]([O:10][CH2:11][C:12]2[CH:17]=[CH:16][CH:15]=[CH:14][CH:13]=2)=[O:9])[CH2:5][CH:4]([C:18]([O:20]CC)=[O:19])[CH2:3]1.C[Si](C)(C)[O-].[K+], predict the reaction product. The product is: [CH2:11]([O:10][C:8]([N:6]1[CH2:7][C:2]([F:1])([F:23])[CH2:3][CH:4]([C:18]([OH:20])=[O:19])[CH2:5]1)=[O:9])[C:12]1[CH:13]=[CH:14][CH:15]=[CH:16][CH:17]=1.